The task is: Predict the reactants needed to synthesize the given product.. This data is from Full USPTO retrosynthesis dataset with 1.9M reactions from patents (1976-2016). (1) Given the product [NH2:16][C:15]1[C:6]2[CH:5]=[C:4]([CH:2]([OH:17])[CH3:3])[CH:14]=[CH:13][C:7]=2[O:8][C:9]=1[C:10]([NH2:12])=[O:11], predict the reactants needed to synthesize it. The reactants are: Cl[CH:2]([C:4]1[CH:14]=[CH:13][C:7]([O:8][CH2:9][C:10]([NH2:12])=[O:11])=[C:6]([C:15]#[N:16])[CH:5]=1)[CH3:3].[OH-:17].[K+]. (2) Given the product [CH3:18][C:17]([O:16][C:14]([N:11]1[CH2:12][CH2:13][N:8]([C:6]2[S:7][C:3]([C:1]([OH:21])=[O:2])=[CH:4][CH:5]=2)[CH2:9][CH2:10]1)=[O:15])([CH3:20])[CH3:19], predict the reactants needed to synthesize it. The reactants are: [CH:1]([C:3]1[S:7][C:6]([N:8]2[CH2:13][CH2:12][N:11]([C:14]([O:16][C:17]([CH3:20])([CH3:19])[CH3:18])=[O:15])[CH2:10][CH2:9]2)=[CH:5][CH:4]=1)=[O:2].[OH-:21].[Na+]. (3) Given the product [Cl:1][C:2]1[CH:3]=[C:4]([NH:15][C:16]2[C:25]3[C:20](=[CH:21][C:22]([N:10]4[CH2:34][CH2:35][CH:36]([N:32]5[CH2:31][CH2:27][O:26][CH2:23][CH2:33]5)[CH2:12][CH2:11]4)=[C:23]([O:26][CH3:27])[CH:24]=3)[N:19]=[CH:18][C:17]=2[C:29]#[N:30])[CH:5]=[CH:6][C:7]=1[S:8][C:9]1[N:10]([CH3:14])[CH:11]=[CH:12][N:13]=1, predict the reactants needed to synthesize it. The reactants are: [Cl:1][C:2]1[CH:3]=[C:4]([NH:15][C:16]2[C:25]3[C:20](=[CH:21][C:22](F)=[C:23]([O:26][CH3:27])[CH:24]=3)[N:19]=[CH:18][C:17]=2[C:29]#[N:30])[CH:5]=[CH:6][C:7]=1[S:8][C:9]1[N:10]([CH3:14])[CH:11]=[CH:12][N:13]=1.[CH3:31][N:32]1[CH2:36][CH2:35][CH2:34][C:33]1=O. (4) Given the product [F:1][C:2]1[CH:3]=[C:4]([C:8]2[CH:13]=[CH:12][C:11]([F:14])=[C:10]([C:15]([NH:17][C:18]3[CH:19]=[C:20]([CH:26]=[CH:27][CH:28]=3)[O:21][CH2:22][C:23]([O:25][CH3:29])=[O:24])=[O:16])[CH:9]=2)[CH:5]=[CH:6][CH:7]=1, predict the reactants needed to synthesize it. The reactants are: [F:1][C:2]1[CH:3]=[C:4]([C:8]2[CH:13]=[CH:12][C:11]([F:14])=[C:10]([C:15]([NH:17][C:18]3[CH:19]=[C:20]([CH:26]=[CH:27][CH:28]=3)[O:21][CH2:22][C:23]([OH:25])=[O:24])=[O:16])[CH:9]=2)[CH:5]=[CH:6][CH:7]=1.[C:29]1(C)C=CC(S(O)(=O)=O)=CC=1. (5) The reactants are: [C:1]([O:5][C:6]([N:8]1[CH2:13][CH2:12][C:11]([C:16]2[CH:21]=[CH:20][C:19]([Cl:22])=[CH:18][CH:17]=2)([C:14]#N)[CH2:10][CH2:9]1)=[O:7])([CH3:4])([CH3:3])[CH3:2].[H-].C([Al+]CC(C)C)C(C)C.C[OH:34].[Cl-].[NH4+]. Given the product [C:1]([O:5][C:6]([N:8]1[CH2:13][CH2:12][C:11]([C:16]2[CH:21]=[CH:20][C:19]([Cl:22])=[CH:18][CH:17]=2)([CH:14]=[O:34])[CH2:10][CH2:9]1)=[O:7])([CH3:4])([CH3:3])[CH3:2], predict the reactants needed to synthesize it. (6) Given the product [Br:22][C:12]1[CH:13]=[C:9]([C:7]#[N:8])[N:10]([NH:14][C:15](=[O:21])[O:16][C:17]([CH3:18])([CH3:20])[CH3:19])[CH:11]=1, predict the reactants needed to synthesize it. The reactants are: C(=O)=O.C(#N)C.[C:7]([C:9]1[N:10]([NH:14][C:15](=[O:21])[O:16][C:17]([CH3:20])([CH3:19])[CH3:18])[CH:11]=[CH:12][CH:13]=1)#[N:8].[Br:22]N1C(C)(C)C(=O)N(Br)C1=O. (7) Given the product [S:1]1[CH:5]=[CH:4][N:3]=[C:2]1[C:6]1[NH:7][C:8]2[C:13]([CH:14]=1)=[CH:12][CH:11]=[CH:10][C:9]=2[CH:15]=[O:16], predict the reactants needed to synthesize it. The reactants are: [S:1]1[CH:5]=[CH:4][N:3]=[C:2]1[C:6]1[NH:7][C:8]2[C:13]([CH:14]=1)=[CH:12][CH:11]=[CH:10][C:9]=2[CH2:15][OH:16].CC(OI1(OC(C)=O)(OC(C)=O)OC(=O)C2C=CC=CC1=2)=O.C(=O)([O-])O.[Na+].S([O-])([O-])(=O)=S.[Na+].[Na+]. (8) Given the product [Cl:1][C:2]1[CH:7]=[CH:6][C:5]([CH:8]([NH:10][C:11](=[O:33])[CH2:12][N:13]2[C:17]3[CH2:18][NH:19][CH2:20][CH2:21][C:16]=3[C:15]([C:29]([F:31])([F:32])[F:30])=[N:14]2)[CH3:9])=[CH:4][CH:3]=1, predict the reactants needed to synthesize it. The reactants are: [Cl:1][C:2]1[CH:7]=[CH:6][C:5]([CH:8]([NH:10][C:11](=[O:33])[CH2:12][N:13]2[C:17]3[CH2:18][N:19](C(OC(C)(C)C)=O)[CH2:20][CH2:21][C:16]=3[C:15]([C:29]([F:32])([F:31])[F:30])=[N:14]2)[CH3:9])=[CH:4][CH:3]=1.FC(F)(F)C(O)=O.